From a dataset of Full USPTO retrosynthesis dataset with 1.9M reactions from patents (1976-2016). Predict the reactants needed to synthesize the given product. (1) Given the product [F:14][CH:15]([F:26])[O:16][C:17]1[CH:22]=[CH:21][C:20]([N:1]2[CH:5]=[CH:4][C:3]([C:6]3[CH:7]=[C:8]([CH:11]=[CH:12][CH:13]=3)[C:9]#[N:10])=[N:2]2)=[CH:19][CH:18]=1, predict the reactants needed to synthesize it. The reactants are: [NH:1]1[CH:5]=[CH:4][C:3]([C:6]2[CH:7]=[C:8]([CH:11]=[CH:12][CH:13]=2)[C:9]#[N:10])=[N:2]1.[F:14][CH:15]([F:26])[O:16][C:17]1[CH:22]=[CH:21][C:20](B(O)O)=[CH:19][CH:18]=1.N1C=CC=CC=1. (2) Given the product [Cl:1][CH2:2][C:3](=[O:16])[CH2:4][N:5]1[C:6](=[O:15])[CH:7]2[CH:12]([CH2:11][CH:10]=[CH:9][CH2:8]2)[C:13]1=[O:14], predict the reactants needed to synthesize it. The reactants are: [Cl:1][CH2:2][CH:3]([OH:16])[CH2:4][N:5]1[C:13](=[O:14])[CH:12]2[CH:7]([CH2:8][CH:9]=[CH:10][CH2:11]2)[C:6]1=[O:15].[Cr](Cl)([O-])(=O)=O.[NH+]1C=CC=CC=1. (3) Given the product [Cl:15][C:5]1[CH:6]=[C:7]([N:9]2[CH2:14][CH2:13][O:12][CH2:11][CH2:10]2)[N:8]=[C:3]([CH2:2][NH:26][CH2:25][CH2:24][N:23]([CH3:27])[CH3:22])[N:4]=1, predict the reactants needed to synthesize it. The reactants are: Br[CH2:2][C:3]1[N:8]=[C:7]([N:9]2[CH2:14][CH2:13][O:12][CH2:11][CH2:10]2)[CH:6]=[C:5]([Cl:15])[N:4]=1.C([O-])([O-])=O.[Cs+].[Cs+].[CH3:22][N:23]([CH3:27])[CH2:24][CH2:25][NH2:26].C(Cl)Cl. (4) Given the product [Br:1][C:2]1[CH:3]=[CH:4][C:5]2[N:6]([C:10]([C:11]([F:14])([F:13])[F:12])=[N:9][N:8]=2)[CH:7]=1, predict the reactants needed to synthesize it. The reactants are: [Br:1][C:2]1[CH:3]=[CH:4][C:5]([NH:8][NH:9][C:10](=O)[C:11]([F:14])([F:13])[F:12])=[N:6][CH:7]=1.C(=O)(O)[O-].[Na+]. (5) Given the product [C:22]([O:26][C:27](=[O:36])[NH:28][C@H:29]1[CH2:30][CH2:31][C@@H:32]([NH:35][C:2]2[N:7]=[C:6]([N:8]([CH3:10])[CH3:9])[C:5]([CH3:11])=[C:4]([CH3:12])[N:3]=2)[CH2:33][CH2:34]1)([CH3:25])([CH3:23])[CH3:24], predict the reactants needed to synthesize it. The reactants are: Cl[C:2]1[N:7]=[C:6]([N:8]([CH3:10])[CH3:9])[C:5]([CH3:11])=[C:4]([CH3:12])[N:3]=1.CCN(C(C)C)C(C)C.[C:22]([O:26][C:27](=[O:36])[NH:28][C@H:29]1[CH2:34][CH2:33][C@@H:32]([NH2:35])[CH2:31][CH2:30]1)([CH3:25])([CH3:24])[CH3:23]. (6) Given the product [C:1]([O:5][C:6](=[O:7])[NH:8][C@@H:9]([C:12]1[CH:28]=[CH:27][C:26]([Cl:29])=[C:14]([C:15]([C:17]2[CH:22]=[N:21][C:20]([C:23](=[O:24])[NH2:35])=[CH:19][CH:18]=2)=[O:16])[C:13]=1[F:30])[CH2:10][CH3:11])([CH3:2])([CH3:4])[CH3:3], predict the reactants needed to synthesize it. The reactants are: [C:1]([O:5][C:6]([NH:8][C@@H:9]([C:12]1[C:13]([F:30])=[C:14]([C:26]([Cl:29])=[CH:27][CH:28]=1)[C:15]([C:17]1[CH:18]=[CH:19][C:20]([C:23](O)=[O:24])=[N:21][CH:22]=1)=[O:16])[CH2:10][CH3:11])=[O:7])([CH3:4])([CH3:3])[CH3:2].[Cl-].[NH4+].CC[N:35](C(C)C)C(C)C.CN(C(ON1N=NC2C=CC=NC1=2)=[N+](C)C)C.F[P-](F)(F)(F)(F)F. (7) Given the product [CH2:1]([N:4]([C:13]([N:28]([CH2:29][CH:30]=[CH2:31])[CH2:27][CH:24]1[CH2:26][CH2:25]1)=[O:14])[CH2:5][C:6]([O:8][C:9]([CH3:12])([CH3:11])[CH3:10])=[O:7])[CH:2]=[CH2:3], predict the reactants needed to synthesize it. The reactants are: [CH2:1]([NH:4][CH2:5][C:6]([O:8][C:9]([CH3:12])([CH3:11])[CH3:10])=[O:7])[CH:2]=[CH2:3].[C:13](Cl)(Cl)=[O:14].C(N(CC)CC)C.[CH:24]1([CH2:27][NH:28][CH2:29][CH:30]=[CH2:31])[CH2:26][CH2:25]1. (8) Given the product [CH3:1][N:2]1[CH:6]=[CH:5][CH:4]=[C:3]1[C:7]1[O:8][C:11]2[CH:12]=[C:13]([CH2:16][C:17]([O:19][CH3:20])=[O:18])[CH:14]=[CH:15][C:10]=2[N:9]=1, predict the reactants needed to synthesize it. The reactants are: [CH3:1][N:2]1[CH:6]=[CH:5][CH:4]=[C:3]1[CH:7]=[O:8].[NH2:9][C:10]1[CH:15]=[CH:14][C:13]([CH2:16][C:17]([O:19][CH3:20])=[O:18])=[CH:12][C:11]=1O.C(O)(=O)C.C(O)(=O)C.IC1C=CC=CC=1. (9) Given the product [CH:1]1([C:4]([C:6]2[CH:7]=[C:8]([CH:14]=[CH:15][CH:16]=2)[C:9]([O:11][CH2:12][CH3:13])=[O:10])([OH:5])[CH3:17])[CH2:3][CH2:2]1, predict the reactants needed to synthesize it. The reactants are: [CH:1]1([C:4]([C:6]2[CH:7]=[C:8]([CH:14]=[CH:15][CH:16]=2)[C:9]([O:11][CH2:12][CH3:13])=[O:10])=[O:5])[CH2:3][CH2:2]1.[CH3:17][Mg]Br. (10) Given the product [C:15]([O:19][C:20]([N:22]1[CH2:23][CH2:24][N:25]([C:28]2[CH:33]=[CH:32][CH:31]=[CH:30][C:29]=2[O:34][CH2:42][CH2:41][N:35]2[CH2:40][CH2:39][O:38][CH2:37][CH2:36]2)[CH2:26][CH2:27]1)=[O:21])([CH3:18])([CH3:16])[CH3:17], predict the reactants needed to synthesize it. The reactants are: N(C(OC(C)C)=O)=NC(OC(C)C)=O.[C:15]([O:19][C:20]([N:22]1[CH2:27][CH2:26][N:25]([C:28]2[CH:33]=[CH:32][CH:31]=[CH:30][C:29]=2[OH:34])[CH2:24][CH2:23]1)=[O:21])([CH3:18])([CH3:17])[CH3:16].[N:35]1([CH2:41][CH2:42]O)[CH2:40][CH2:39][O:38][CH2:37][CH2:36]1.C1(P(C2C=CC=CC=2)C2C=CC=CC=2)C=CC=CC=1.